Dataset: Forward reaction prediction with 1.9M reactions from USPTO patents (1976-2016). Task: Predict the product of the given reaction. (1) Given the reactants [H-].[H-].[H-].[H-].[Li+].[Al+3].C([O:9][C:10]([CH:12]1[CH2:17][CH2:16][N:15]([C:18]([O:20][C:21]([CH3:24])([CH3:23])[CH3:22])=[O:19])[CH2:14][CH:13]1[NH:25][CH2:26][C:27]1[CH:32]=[CH:31][CH:30]=[CH:29][CH:28]=1)=O)C, predict the reaction product. The product is: [C:21]([O:20][C:18]([N:15]1[CH2:16][CH2:17][CH:12]([CH2:10][OH:9])[CH:13]([NH:25][CH2:26][C:27]2[CH:28]=[CH:29][CH:30]=[CH:31][CH:32]=2)[CH2:14]1)=[O:19])([CH3:24])([CH3:22])[CH3:23]. (2) Given the reactants Cl[C:2]1[N:7]=[C:6]([CH2:8][N:9]2[CH2:14][CH2:13][O:12][CH2:11][CH2:10]2)[C:5]([CH2:15][OH:16])=[CH:4][CH:3]=1.[NH2:17][C:18]1[S:19][C:20]([C:26]2[CH:31]=[CH:30][C:29]([C:32]([OH:35])([CH3:34])[CH3:33])=[CH:28][C:27]=2[F:36])=[CH:21][C:22]=1[C:23]([NH2:25])=[O:24], predict the reaction product. The product is: [F:36][C:27]1[CH:28]=[C:29]([C:32]([OH:35])([CH3:33])[CH3:34])[CH:30]=[CH:31][C:26]=1[C:20]1[S:19][C:18]([NH:17][C:2]2[CH:3]=[CH:4][C:5]([CH2:15][OH:16])=[C:6]([CH2:8][N:9]3[CH2:14][CH2:13][O:12][CH2:11][CH2:10]3)[N:7]=2)=[C:22]([C:23]([NH2:25])=[O:24])[CH:21]=1. (3) Given the reactants [CH3:1][O:2][C:3]1[CH:29]=[C:28]([O:30][CH3:31])[CH:27]=[CH:26][C:4]=1[CH2:5][N:6]1[CH2:10][C@@H:9]([C:11]2[CH:16]=[CH:15][CH:14]=[CH:13][C:12]=2Br)[C@H:8]([C:18]2[CH:23]=[C:22]([Cl:24])[CH:21]=[CH:20][C:19]=2[OH:25])[CH2:7]1.C(=O)([O-])[O-].[Cs+].[Cs+].CN(C)CC(O)=O.C1(C)C=CC=CC=1, predict the reaction product. The product is: [Cl:24][C:22]1[CH:21]=[CH:20][C:19]2[O:25][C:16]3[CH:15]=[CH:14][CH:13]=[CH:12][C:11]=3[C@H:9]3[CH2:10][N:6]([CH2:5][C:4]4[CH:26]=[CH:27][C:28]([O:30][CH3:31])=[CH:29][C:3]=4[O:2][CH3:1])[CH2:7][C@@H:8]3[C:18]=2[CH:23]=1. (4) Given the reactants [F:1][C:2]1[CH:3]=[CH:4][C:5]([NH:8][NH2:9])=[N:6][CH:7]=1.[C:10](O)(=[O:14])[CH:11]([CH3:13])[CH3:12].C1C=C2N=NN(O)C2=CC=1.O.CCN=C=NCCCN(C)C.Cl.Cl.C(=O)(O)[O-].[Na+], predict the reaction product. The product is: [F:1][C:2]1[CH:3]=[CH:4][C:5]([NH:8][NH:9][C:10](=[O:14])[CH:11]([CH3:13])[CH3:12])=[N:6][CH:7]=1.